Dataset: Full USPTO retrosynthesis dataset with 1.9M reactions from patents (1976-2016). Task: Predict the reactants needed to synthesize the given product. (1) Given the product [NH2:41][C:37]([CH3:40])([CH3:36])[C:38]#[C:39][C:2]1[CH:3]=[CH:4][C:5]([O:25][CH3:26])=[C:6]([C:8]([C:10]2[CH:11]=[CH:12][C:13]([NH:16][C:17]3[CH:22]=[CH:21][C:20]([F:23])=[CH:19][C:18]=3[F:24])=[CH:14][CH:15]=2)=[O:9])[CH:7]=1, predict the reactants needed to synthesize it. The reactants are: Br[C:2]1[CH:3]=[CH:4][C:5]([O:25][CH3:26])=[C:6]([C:8]([C:10]2[CH:15]=[CH:14][C:13]([NH:16][C:17]3[CH:22]=[CH:21][C:20]([F:23])=[CH:19][C:18]=3[F:24])=[CH:12][CH:11]=2)=[O:9])[CH:7]=1.COCCOCCOC.[CH3:36][C:37]([NH2:41])([CH3:40])[C:38]#[CH:39].C([O-])([O-])=O.[Cs+].[Cs+]. (2) Given the product [Cl:1][C:2]1[CH:32]=[CH:31][C:5]([CH2:6][NH:7][C:8](=[O:30])[CH2:9][C@@H:10]2[CH2:44][C@@H:42]([OH:45])[C@H:43]([OH:37])[CH2:18][CH2:17][C:16](=[O:22])[O:15][C@H:14]([C:23]3[CH:28]=[CH:27][CH:26]=[CH:25][CH:24]=3)[CH2:13][NH:12][C:11]2=[O:29])=[CH:4][CH:3]=1, predict the reactants needed to synthesize it. The reactants are: [Cl:1][C:2]1[CH:32]=[CH:31][C:5]([CH2:6][NH:7][C:8](=[O:30])[CH2:9][C@@H:10]2CC=C[CH2:18][CH2:17][C:16](=[O:22])[O:15][C@H:14]([C:23]3[CH:28]=[CH:27][CH:26]=[CH:25][CH:24]=3)[CH2:13][NH:12][C:11]2=[O:29])=[CH:4][CH:3]=1.C[N+]1([O-])CC[O:37]CC1.C[C:42]([OH:45])([CH3:44])[CH3:43]. (3) Given the product [N:1]1([C:16]([O:15][C:11]([CH3:14])([CH3:13])[CH3:12])=[O:17])[CH2:10][CH2:9][CH:4]([C:5]([O:7][CH3:8])=[O:6])[CH2:3][CH2:2]1, predict the reactants needed to synthesize it. The reactants are: [NH:1]1[CH2:10][CH2:9][CH:4]([C:5]([O:7][CH3:8])=[O:6])[CH2:3][CH2:2]1.[C:11]([O:15][C:16](O[C:16]([O:15][C:11]([CH3:14])([CH3:13])[CH3:12])=[O:17])=[O:17])([CH3:14])([CH3:13])[CH3:12].C(N(CC)CC)C. (4) Given the product [NH2:5][CH2:4][C:3]([C:12]1[CH:17]=[CH:16][CH:15]=[CH:14][CH:13]=1)([C:6]1[CH:11]=[CH:10][CH:9]=[CH:8][CH:7]=1)[CH2:2][OH:1], predict the reactants needed to synthesize it. The reactants are: [OH:1][CH2:2][C:3]([C:12]1[CH:17]=[CH:16][CH:15]=[CH:14][CH:13]=1)([C:6]1[CH:11]=[CH:10][CH:9]=[CH:8][CH:7]=1)[C:4]#[N:5].[H-].[H-].[H-].[H-].[Li+].[Al+3]. (5) Given the product [NH2:23][CH2:22][CH2:21][O:20][C:17]1[CH:18]=[CH:19][N:14]2[N:13]=[C:12]([C:34]3[CH:35]=[CH:36][CH:37]=[CH:38][CH:39]=3)[C:11]([C:6]3[CH:7]=[CH:8][C:9](=[O:10])[N:4]([CH:1]([CH3:3])[CH3:2])[N:5]=3)=[C:15]2[CH:16]=1, predict the reactants needed to synthesize it. The reactants are: [CH:1]([N:4]1[C:9](=[O:10])[CH:8]=[CH:7][C:6]([C:11]2[C:12]([C:34]3[CH:39]=[CH:38][CH:37]=[CH:36][CH:35]=3)=[N:13][N:14]3[CH:19]=[CH:18][C:17]([O:20][CH2:21][CH2:22][N:23]4C(=O)C5C(=CC=CC=5)C4=O)=[CH:16][C:15]=23)=[N:5]1)([CH3:3])[CH3:2].O.NN. (6) Given the product [CH3:27][C:25]([C:22]1[CH:21]=[CH:20][C:19]([OH:18])=[CH:24][CH:23]=1)([C:28]1[CH:33]=[CH:32][C:31]([OH:34])=[CH:30][CH:29]=1)[CH3:26], predict the reactants needed to synthesize it. The reactants are: C(OC)(=O)C1C=CC(C(OC)=O)=CC=1.C1OC1.[OH:18][C:19]1[CH:24]=[CH:23][C:22]([C:25]([C:28]2[CH:33]=[CH:32][C:31]([OH:34])=[CH:30][CH:29]=2)([CH3:27])[CH3:26])=[CH:21][CH:20]=1. (7) Given the product [C:19]([C:9]1([N:5]2[CH2:6][CH2:7][CH:2]([OH:1])[CH2:3][CH2:4]2)[CH2:13][CH2:12][N:11]([C:14]([O:16][CH2:17][CH3:18])=[O:15])[CH2:10]1)#[N:20], predict the reactants needed to synthesize it. The reactants are: [OH:1][CH:2]1[CH2:7][CH2:6][NH:5][CH2:4][CH2:3]1.O=[C:9]1[CH2:13][CH2:12][N:11]([C:14]([O:16][CH2:17][CH3:18])=[O:15])[CH2:10]1.[C-:19]#[N:20].C([Al+]CC)C.